Predict which catalyst facilitates the given reaction. From a dataset of Catalyst prediction with 721,799 reactions and 888 catalyst types from USPTO. (1) Reactant: [NH:1]1[CH2:8][CH2:7][CH2:6][CH:2]1[C:3]([OH:5])=[O:4].[OH-].[Na+].C1C[O:14][CH2:13]C1.C(O)(=O)[CH2:17][C:18]([CH2:23]C(O)=O)([C:20](O)=O)[OH:19]. Product: [C:18]([O:19][C:13]([N:1]1[CH2:8][CH2:7][CH2:6][CH:2]1[C:3]([OH:5])=[O:4])=[O:14])([CH3:17])([CH3:20])[CH3:23]. The catalyst class is: 731. (2) Reactant: O=P(Cl)(Cl)Cl.[C:6]1([N:12]([C:19]2[CH:24]=[CH:23][CH:22]=[CH:21][CH:20]=2)[C:13]2[CH:18]=[CH:17][CH:16]=[CH:15][CH:14]=2)[CH:11]=[CH:10][CH:9]=[CH:8][CH:7]=1.O.O.O.[C:28]([O-])(=[O:30])C.[Na+]. Product: [C:19]1([N:12]([C:6]2[CH:7]=[CH:8][CH:9]=[CH:10][CH:11]=2)[C:13]2[CH:18]=[CH:17][C:16]([CH:28]=[O:30])=[CH:15][CH:14]=2)[CH:20]=[CH:21][CH:22]=[CH:23][CH:24]=1. The catalyst class is: 21. (3) Reactant: [F:1][C:2]([F:16])([F:15])[CH:3]1[CH2:8][CH2:7][C:6](=[CH:9][C:10]([O:12][CH2:13][CH3:14])=[O:11])[CH2:5][CH2:4]1.[H][H]. Product: [F:1][C:2]([F:15])([F:16])[CH:3]1[CH2:4][CH2:5][CH:6]([CH2:9][C:10]([O:12][CH2:13][CH3:14])=[O:11])[CH2:7][CH2:8]1. The catalyst class is: 78.